This data is from Catalyst prediction with 721,799 reactions and 888 catalyst types from USPTO. The task is: Predict which catalyst facilitates the given reaction. Reactant: [N:1]1([CH2:7][C:8]2[C:16]([C:17]([F:20])([F:19])[F:18])=[CH:15][C:11]([C:12](O)=[O:13])=[C:10]([O:21][CH2:22][C:23]3[CH:28]=[CH:27][CH:26]=[CH:25][CH:24]=3)[CH:9]=2)[CH2:6][CH2:5][O:4][CH2:3][CH2:2]1.C(N(C(C)C)CC)(C)C.[NH2:38][C:39]1[CH:40]=[N:41][CH:42]=[CH:43][CH:44]=1.ON1C2N=CC=CC=2N=N1.C(Cl)CCl. Product: [CH2:22]([O:21][C:10]1[CH:9]=[C:8]([CH2:7][N:1]2[CH2:6][CH2:5][O:4][CH2:3][CH2:2]2)[C:16]([C:17]([F:20])([F:19])[F:18])=[CH:15][C:11]=1[C:12]([NH:38][C:39]1[CH:40]=[N:41][CH:42]=[CH:43][CH:44]=1)=[O:13])[C:23]1[CH:28]=[CH:27][CH:26]=[CH:25][CH:24]=1. The catalyst class is: 9.